This data is from Forward reaction prediction with 1.9M reactions from USPTO patents (1976-2016). The task is: Predict the product of the given reaction. (1) Given the reactants C[O:2][C:3]([C:5]1[CH:6]=[C:7]([C:12]2[CH:17]=[CH:16][C:15]([C:18](=[O:35])[NH:19][C:20]3[CH:25]=[CH:24][C:23]([CH2:26][N:27]4[CH2:32][CH2:31][S:30](=[O:34])(=[O:33])[CH2:29][CH2:28]4)=[CH:22][CH:21]=3)=[CH:14][CH:13]=2)[C:8]([CH3:11])=[CH:9][CH:10]=1)=[O:4].C1COCC1, predict the reaction product. The product is: [O:34]=[S:30]1(=[O:33])[CH2:31][CH2:32][N:27]([CH2:26][C:23]2[CH:24]=[CH:25][C:20]([NH:19][C:18]([C:15]3[CH:14]=[CH:13][C:12]([C:7]4[C:8]([CH3:11])=[CH:9][CH:10]=[C:5]([C:3]([OH:4])=[O:2])[CH:6]=4)=[CH:17][CH:16]=3)=[O:35])=[CH:21][CH:22]=2)[CH2:28][CH2:29]1. (2) Given the reactants [C:1]([C:5]1[CH:25]=[CH:24][C:8]([C:9]([NH:11][C:12]2[CH:13]=[CH:14][C:15]3[S:19][C:18]([C:20]([OH:22])=[O:21])=[N:17][C:16]=3[CH:23]=2)=[O:10])=[CH:7][CH:6]=1)([CH3:4])([CH3:3])[CH3:2].[CH3:26]O, predict the reaction product. The product is: [C:1]([C:5]1[CH:25]=[CH:24][C:8]([C:9]([NH:11][C:12]2[CH:13]=[CH:14][C:15]3[S:19][C:18]([C:20]([O:22][CH3:26])=[O:21])=[N:17][C:16]=3[CH:23]=2)=[O:10])=[CH:7][CH:6]=1)([CH3:4])([CH3:2])[CH3:3]. (3) Given the reactants [CH3:1][C:2]1[CH:7]=[C:6]([O:8][CH2:9][CH2:10][S:11][CH3:12])[CH:5]=[C:4]([CH3:13])[C:3]=1[C:14]1[CH:22]=[CH:21][C:20]([F:23])=[C:19]2[C:15]=1[CH2:16][CH2:17][C@H:18]2[O:24][C:25]1[CH:38]=[CH:37][C:28]2[C@H:29]([CH2:32][C:33]([O:35][CH3:36])=[O:34])[CH2:30][O:31][C:27]=2[CH:26]=1.[K].[OH:40]OS([O-])=O.[K+], predict the reaction product. The product is: [CH3:13][C:4]1[CH:5]=[C:6]([O:8][CH2:9][CH2:10][S:11]([CH3:12])=[O:40])[CH:7]=[C:2]([CH3:1])[C:3]=1[C:14]1[CH:22]=[CH:21][C:20]([F:23])=[C:19]2[C:15]=1[CH2:16][CH2:17][C@H:18]2[O:24][C:25]1[CH:38]=[CH:37][C:28]2[C@H:29]([CH2:32][C:33]([O:35][CH3:36])=[O:34])[CH2:30][O:31][C:27]=2[CH:26]=1. (4) Given the reactants C(O[C:4](=[O:21])[CH2:5][C:6]([CH:8]1[CH2:13][CH2:12][N:11]([C:14]([O:16][C:17]([CH3:20])([CH3:19])[CH3:18])=[O:15])[CH2:10][CH2:9]1)=O)C.[Br:22][C:23]1[CH:31]=[CH:30][CH:29]=[C:28]2[C:24]=1[C:25]([NH2:32])=[N:26][NH:27]2.P([O-])([O-])([O-])=O.[K+].[K+].[K+], predict the reaction product. The product is: [Br:22][C:23]1[C:24]2[C:28]([CH:29]=[CH:30][CH:31]=1)=[N:27][N:26]1[C:4](=[O:21])[CH:5]=[C:6]([CH:8]3[CH2:9][CH2:10][N:11]([C:14]([O:16][C:17]([CH3:18])([CH3:19])[CH3:20])=[O:15])[CH2:12][CH2:13]3)[NH:32][C:25]=21. (5) Given the reactants [CH2:1]([NH:6][C:7]1[CH:15]=[CH:14][CH:13]=[C:9]([C:10]([OH:12])=O)[C:8]=1[C:16]([OH:18])=O)[CH2:2][CH2:3][CH2:4][CH3:5].Cl.[NH2:20][CH:21]1[CH2:26][CH2:25][C:24](=[O:27])[NH:23][C:22]1=[O:28], predict the reaction product. The product is: [O:28]=[C:22]1[CH:21]([N:20]2[C:16](=[O:18])[C:8]3[C:9](=[CH:13][CH:14]=[CH:15][C:7]=3[NH:6][CH2:1][CH2:2][CH2:3][CH2:4][CH3:5])[C:10]2=[O:12])[CH2:26][CH2:25][C:24](=[O:27])[NH:23]1. (6) The product is: [Br:1][C:2]1[C:3]([N:31]2[CH2:32][CH2:33][N:34]([CH2:37][C:38]3[N:42]([CH3:43])[CH:41]=[N:40][CH:39]=3)[CH2:35][CH2:36]2)=[C:4]2[N:10]=[C:9]([C:11]3[CH:30]=[CH:29][C:14]([CH2:15][N:16]4[CH2:21][CH2:20][NH:19][CH2:18][CH2:17]4)=[CH:13][CH:12]=3)[NH:8][C:5]2=[N:6][CH:7]=1. Given the reactants [Br:1][C:2]1[C:3]([N:31]2[CH2:36][CH2:35][N:34]([CH2:37][C:38]3[N:42]([CH3:43])[CH:41]=[N:40][CH:39]=3)[CH2:33][CH2:32]2)=[C:4]2[N:10]=[C:9]([C:11]3[CH:30]=[CH:29][C:14]([CH2:15][N:16]4[CH2:21][CH2:20][N:19](C(OC(C)(C)C)=O)[CH2:18][CH2:17]4)=[CH:13][CH:12]=3)[NH:8][C:5]2=[N:6][CH:7]=1.C(O)(C(F)(F)F)=O, predict the reaction product. (7) Given the reactants [Br:1][C:2]1[C:11]2[C:6](=[CH:7][CH:8]=[CH:9][CH:10]=2)[C:5]([C:12](=[O:16])[CH:13]=[N+]=[N-])=[CH:4][CH:3]=1.[BrH:17].C([O-])(O)=O.[Na+], predict the reaction product. The product is: [Br:17][CH2:13][C:12]([C:5]1[C:6]2[C:11](=[CH:10][CH:9]=[CH:8][CH:7]=2)[C:2]([Br:1])=[CH:3][CH:4]=1)=[O:16].